From a dataset of Peptide-MHC class II binding affinity with 134,281 pairs from IEDB. Regression. Given a peptide amino acid sequence and an MHC pseudo amino acid sequence, predict their binding affinity value. This is MHC class II binding data. The peptide sequence is DDRFGLALSHLNAMS. The MHC is HLA-DQA10501-DQB10303 with pseudo-sequence HLA-DQA10501-DQB10303. The binding affinity (normalized) is 0.468.